From a dataset of Reaction yield outcomes from USPTO patents with 853,638 reactions. Predict the reaction yield, written as a fraction of the theoretical maximum amount of product (1.0 means a 100% yield; for example, 0.34 means a 34% yield). (1) The reactants are Cl[C:2]1[NH:10][C:9]2[C:4](=[N:5][CH:6]=[CH:7][CH:8]=2)[C:3]=1[C:11]#[N:12].[CH3:13][N:14]1[CH2:19][CH2:18][NH:17][CH2:16][CH2:15]1. No catalyst specified. The product is [CH3:13][N:14]1[CH2:19][CH2:18][N:17]([C:2]2[NH:10][C:9]3[C:4](=[N:5][CH:6]=[CH:7][CH:8]=3)[C:3]=2[C:11]#[N:12])[CH2:16][CH2:15]1. The yield is 0.650. (2) The reactants are [F:1][C:2]([F:6])([F:5])[CH2:3][NH2:4].Cl.C(N=C=NCCCN(C)C)C.[Cl:19][C:20]1[CH:21]=[C:22]([C:27]2[C:28]([C:45]([F:48])([F:47])[F:46])=[N:29][N:30]([C:32]3[CH:40]=[CH:39][C:35]([C:36](O)=[O:37])=[C:34]([C:41]([F:44])([F:43])[F:42])[CH:33]=3)[CH:31]=2)[CH:23]=[C:24]([Cl:26])[CH:25]=1. The catalyst is CN(C=O)C.COC(C)(C)C. The product is [Cl:19][C:20]1[CH:21]=[C:22]([C:27]2[C:28]([C:45]([F:48])([F:46])[F:47])=[N:29][N:30]([C:32]3[CH:40]=[CH:39][C:35]([C:36]([NH:4][CH2:3][C:2]([F:6])([F:5])[F:1])=[O:37])=[C:34]([C:41]([F:44])([F:43])[F:42])[CH:33]=3)[CH:31]=2)[CH:23]=[C:24]([Cl:26])[CH:25]=1. The yield is 0.660. (3) The reactants are [N+:1]([C:4]1[C:5]([NH:10][CH:11]2[CH2:16][CH2:15][N:14](C(OC(C)(C)C)=O)[CH2:13][CH2:12]2)=[N:6][CH:7]=[CH:8][CH:9]=1)([O-:3])=[O:2].[ClH:24]. No catalyst specified. The product is [ClH:24].[N+:1]([C:4]1[C:5]([NH:10][CH:11]2[CH2:16][CH2:15][NH:14][CH2:13][CH2:12]2)=[N:6][CH:7]=[CH:8][CH:9]=1)([O-:3])=[O:2]. The yield is 0.880. (4) The catalyst is C(O)C. The reactants are [CH3:1][C:2]1[N:7]=[CH:6][C:5]([CH2:8][C:9]2[C:10](=[O:17])[N:11]=[C:12](SC)[NH:13][CH:14]=2)=[CH:4][N:3]=1.[Cl:18][C:19]1[CH:34]=[CH:33][C:22]([O:23][C:24]2[CH:29]=[CH:28][C:27]([CH2:30][CH2:31][NH2:32])=[CH:26][CH:25]=2)=[CH:21][C:20]=1[C:35]([F:38])([F:37])[F:36]. The product is [Cl:18][C:19]1[CH:34]=[CH:33][C:22]([O:23][C:24]2[CH:29]=[CH:28][C:27]([CH2:30][CH2:31][NH:32][C:12]3[NH:13][CH:14]=[C:9]([CH2:8][C:5]4[CH:4]=[N:3][C:2]([CH3:1])=[N:7][CH:6]=4)[C:10](=[O:17])[N:11]=3)=[CH:26][CH:25]=2)=[CH:21][C:20]=1[C:35]([F:36])([F:37])[F:38]. The yield is 0.655. (5) The reactants are [CH3:1][O:2][C:3]1[CH:4]=[C:5]2[C:10](=[CH:11][C:12]=1[O:13][CH3:14])[N:9]=[CH:8][CH:7]=[C:6]2[O:15][C:16]1[CH:22]=[CH:21][C:19]([NH2:20])=[C:18]([CH3:23])[C:17]=1[CH3:24].Cl[C:26](Cl)([O:28]C(=O)OC(Cl)(Cl)Cl)Cl.[CH3:37][CH2:38][CH:39]([OH:42])[CH2:40][CH3:41].C(=O)(O)[O-].[Na+]. The catalyst is C(Cl)Cl.C(N(CC)CC)C.C1(C)C=CC=CC=1. The product is [CH3:1][O:2][C:3]1[CH:4]=[C:5]2[C:10](=[CH:11][C:12]=1[O:13][CH3:14])[N:9]=[CH:8][CH:7]=[C:6]2[O:15][C:16]1[CH:22]=[CH:21][C:19]([NH:20][C:26](=[O:28])[O:42][CH:39]([CH2:40][CH3:41])[CH2:38][CH3:37])=[C:18]([CH3:23])[C:17]=1[CH3:24]. The yield is 0.870. (6) The reactants are C(O[CH:4](OCC)[CH2:5][N:6]([CH3:8])[CH3:7])C.Cl.[OH-].[K+].[F:15][C:16]1[CH:17]=[C:18]([CH:52]=[CH:53][CH:54]=1)[CH2:19][N:20]1[C:28]2[C:23](=[CH:24][C:25]([NH:29][C:30]3[C:31]4[CH:39]=[C:38]([NH:40][C:41](=[O:51])[CH2:42]P(=O)(OCC)OCC)[N:37]=[CH:36][C:32]=4[N:33]=[CH:34][N:35]=3)=[CH:26][CH:27]=2)[CH:22]=[N:21]1.[Li+].[Cl-]. The catalyst is O.C(Cl)Cl.CO.CC(N(C)C)=O.C1COCC1. The product is [CH3:8][N:6]([CH3:7])[CH2:5]/[CH:4]=[CH:42]/[C:41]([NH:40][C:38]1[N:37]=[CH:36][C:32]2[N:33]=[CH:34][N:35]=[C:30]([NH:29][C:25]3[CH:24]=[C:23]4[C:28](=[CH:27][CH:26]=3)[N:20]([CH2:19][C:18]3[CH:52]=[CH:53][CH:54]=[C:16]([F:15])[CH:17]=3)[N:21]=[CH:22]4)[C:31]=2[CH:39]=1)=[O:51]. The yield is 0.950. (7) The reactants are [C:1]1([CH3:10])[C:2]([C:7]([OH:9])=[O:8])=[CH:3][CH:4]=[CH:5][CH:6]=1.[I:11]N1C(=O)CCC1=O. The catalyst is CN(C=O)C.O.CCOC(C)=O.CC([O-])=O.CC([O-])=O.[Pd+2]. The product is [I:11][C:3]1[CH:4]=[CH:5][CH:6]=[C:1]([CH3:10])[C:2]=1[C:7]([OH:9])=[O:8]. The yield is 0.920. (8) The reactants are [NH2:1][C:2]1[C:10]([F:11])=[CH:9][C:8]([C:12]2[CH:13]=[C:14]3[C:20]([C:21]4[CH:26]=[CH:25][CH:24]=[CH:23][C:22]=4[O:27][CH3:28])=[CH:19][N:18]([S:29]([C:32]4[CH:37]=[CH:36][C:35]([CH3:38])=[CH:34][CH:33]=4)(=[O:31])=[O:30])[C:15]3=[N:16][CH:17]=2)=[CH:7][C:3]=1[C:4]([OH:6])=O.[CH2:39]([N:41]([CH2:50][CH3:51])[CH2:42][CH2:43][N:44]1[CH2:49][CH2:48][NH:47][CH2:46][CH2:45]1)[CH3:40].F[P-](F)(F)(F)(F)F.N1(OC(N(C)C)=[N+](C)C)C2N=CC=CC=2N=N1. The catalyst is CN(C)C=O. The product is [NH2:1][C:2]1[C:10]([F:11])=[CH:9][C:8]([C:12]2[CH:13]=[C:14]3[C:20]([C:21]4[CH:26]=[CH:25][CH:24]=[CH:23][C:22]=4[O:27][CH3:28])=[CH:19][N:18]([S:29]([C:32]4[CH:33]=[CH:34][C:35]([CH3:38])=[CH:36][CH:37]=4)(=[O:31])=[O:30])[C:15]3=[N:16][CH:17]=2)=[CH:7][C:3]=1[C:4]([N:47]1[CH2:48][CH2:49][N:44]([CH2:43][CH2:42][N:41]([CH2:50][CH3:51])[CH2:39][CH3:40])[CH2:45][CH2:46]1)=[O:6]. The yield is 0.580. (9) The reactants are I[C:2]1[CH:7]=[CH:6][C:5]([C:8]([F:11])([F:10])[F:9])=[CH:4][CH:3]=1.[PH2:12]([O-:14])=[O:13].[NH3+][C:16]1C=CC=C[CH:17]=1.NCCC[Si](OCC)(OCC)OCC.C1(P(C2C=CC=CC=2)CCCP(C2C=CC=CC=2)C2C=CC=CC=2)C=CC=CC=1. The catalyst is C(#N)C.C(OCC)(=O)C.Cl.C([O-])(=O)C.[Pd+2].C([O-])(=O)C. The product is [F:9][C:8]([F:11])([F:10])[C:5]1[CH:6]=[CH:7][C:2]([PH:12](=[O:14])[O:13][CH2:16][CH3:17])=[CH:3][CH:4]=1. The yield is 0.280.